This data is from Peptide-MHC class II binding affinity with 134,281 pairs from IEDB. The task is: Regression. Given a peptide amino acid sequence and an MHC pseudo amino acid sequence, predict their binding affinity value. This is MHC class II binding data. (1) The peptide sequence is GAKRIPVDVSEGDIV. The MHC is DRB4_0101 with pseudo-sequence DRB4_0103. The binding affinity (normalized) is 0.209. (2) The peptide sequence is SQDLELQWNLNGLQAY. The MHC is DRB1_0802 with pseudo-sequence DRB1_0802. The binding affinity (normalized) is 0.431. (3) The peptide sequence is EELRSLYNTVATLYCVH. The MHC is HLA-DQA10102-DQB10602 with pseudo-sequence HLA-DQA10102-DQB10602. The binding affinity (normalized) is 0.241.